This data is from Catalyst prediction with 721,799 reactions and 888 catalyst types from USPTO. The task is: Predict which catalyst facilitates the given reaction. Reactant: [C:1](=[O:4])([O-])[O-:2].[K+].[K+].[CH3:7][O:8][C:9]1[CH:14]=[CH:13][CH:12]=[CH:11][C:10]=1[N:15]1[CH2:20][CH2:19][CH:18]([CH2:21][NH2:22])[CH2:17][CH2:16]1.[OH2:23].CN(C)[CH:26]=[O:27]. Product: [CH2:1]1[O:4][C:14]2[C:13]3[O:23][C@@H:17]([CH2:18][NH:22][CH2:21][CH:18]4[CH2:19][CH2:20][N:15]([C:10]5[CH:11]=[CH:12][CH:13]=[CH:14][C:9]=5[O:8][CH3:7])[CH2:16][CH2:17]4)[CH2:16][O:27][C:26]=3[CH:11]=[CH:10][C:9]=2[O:2]1. The catalyst class is: 11.